From a dataset of Forward reaction prediction with 1.9M reactions from USPTO patents (1976-2016). Predict the product of the given reaction. (1) Given the reactants [OH:1][C:2]1[C:10]2[S:9][C:8]([CH3:11])=[CH:7][C:6]=2[CH:5]=[C:4]([C:12]([O:14][CH2:15][CH3:16])=[O:13])[CH:3]=1.[CH:30]1[CH:35]=[CH:34][C:33](P([C:30]2[CH:35]=[CH:34][CH:33]=[CH:32][CH:31]=2)[C:30]2[CH:35]=[CH:34][CH:33]=[CH:32][CH:31]=2)=[CH:32][CH:31]=1.[CH3:36][CH:37](OC(/N=N/C(OC(C)C)=O)=O)[CH3:38], predict the reaction product. The product is: [CH3:11][C:8]1[S:9][C:10]2[C:2]([O:1][CH:37]([CH3:38])[CH2:36][C:30]3[CH:31]=[CH:32][CH:33]=[CH:34][CH:35]=3)=[CH:3][C:4]([C:12]([O:14][CH2:15][CH3:16])=[O:13])=[CH:5][C:6]=2[CH:7]=1. (2) Given the reactants [Cl:1][C:2]1[CH:3]=[C:4]([O:10][CH3:11])[CH:5]=[C:6]([O:8][CH3:9])[CH:7]=1.CN([CH:15]=[O:16])C.O=P(Cl)(Cl)Cl, predict the reaction product. The product is: [Cl:1][C:2]1[C:3]([CH:15]=[O:16])=[C:4]([O:10][CH3:11])[CH:5]=[C:6]([O:8][CH3:9])[CH:7]=1. (3) Given the reactants C(NC(C)C)(C)C.[CH2:8]([SnH:12]([CH2:17][CH2:18][CH2:19][CH3:20])[CH2:13][CH2:14][CH2:15][CH3:16])[CH2:9][CH2:10][CH3:11].[CH3:21][O:22][CH2:23]Cl, predict the reaction product. The product is: [CH2:17]([Sn:12]([CH2:8][CH2:9][CH2:10][CH3:11])([CH2:13][CH2:14][CH2:15][CH3:16])[CH2:21][O:22][CH3:23])[CH2:18][CH2:19][CH3:20]. (4) Given the reactants O1CCC[CH2:2]1.[Br:6][C:7]1[CH:15]=[CH:14][CH:13]=[C:12]2[C:8]=1[C:9]([CH2:23][C:24]#[N:25])=[CH:10][N:11]2C(OC(C)(C)C)=O.C([N-]C(C)C)(C)C.[Li+].CI, predict the reaction product. The product is: [Br:6][C:7]1[CH:15]=[CH:14][CH:13]=[C:12]2[C:8]=1[C:9]([CH:23]([CH3:2])[C:24]#[N:25])=[CH:10][NH:11]2. (5) Given the reactants ON1C(=O)CCC1=O.C[O:10][CH:11]=[CH:12][C:13](O)=O.Cl.[Cl:17][C:18]1[CH:23]=[CH:22][CH:21]=[CH:20][C:19]=1[NH:24][NH2:25].[OH-].[Na+].Cl, predict the reaction product. The product is: [Cl:17][C:18]1[CH:23]=[CH:22][CH:21]=[CH:20][C:19]=1[N:24]1[CH:13]=[CH:12][C:11]([OH:10])=[N:25]1. (6) Given the reactants [NH2:1][C:2]1[CH:10]=[C:9]([C:11]([F:14])([F:13])[F:12])[CH:8]=[CH:7][C:3]=1[C:4]([OH:6])=[O:5].S(=O)(=O)(O)O.[CH3:20]O, predict the reaction product. The product is: [CH3:20][O:5][C:4](=[O:6])[C:3]1[CH:7]=[CH:8][C:9]([C:11]([F:12])([F:13])[F:14])=[CH:10][C:2]=1[NH2:1].